Dataset: Full USPTO retrosynthesis dataset with 1.9M reactions from patents (1976-2016). Task: Predict the reactants needed to synthesize the given product. Given the product [CH3:1][NH:2][CH2:10][CH2:11][O:12][C:13]1[CH:18]=[CH:17][C:16]([O:19][CH2:20][C:21]2[CH:22]=[CH:23][CH:24]=[CH:25][CH:26]=2)=[C:15]([CH:14]=1)[C:27]([NH:29][C:30]1[CH:31]=[N:32][CH:33]=[CH:34][CH:35]=1)=[O:28], predict the reactants needed to synthesize it. The reactants are: [CH3:1][N:2]([CH2:10][CH2:11][O:12][C:13]1[CH:18]=[CH:17][C:16]([O:19][CH2:20][C:21]2[CH:26]=[CH:25][CH:24]=[CH:23][CH:22]=2)=[C:15]([C:27]([NH:29][C:30]2[CH:31]=[N:32][CH:33]=[CH:34][CH:35]=2)=[O:28])[CH:14]=1)C(=O)OC(C)(C)C.FC(F)(F)C(O)=O.C([O-])(O)=O.[Na+].